Dataset: Catalyst prediction with 721,799 reactions and 888 catalyst types from USPTO. Task: Predict which catalyst facilitates the given reaction. Reactant: [Cl:1][C:2]1[C:3]([O:30][C@H:31]2[CH2:35][CH2:34][CH2:33][C@@H:32]2[C:36]2[CH:40]=[CH:39][N:38](C3CCCCO3)[N:37]=2)=[CH:4][C:5]([F:29])=[C:6]([S:8]([N:11](CC2C=CC(OC)=CC=2OC)[C:12]2[CH:17]=[CH:16][N:15]=[CH:14][N:13]=2)(=[O:10])=[O:9])[CH:7]=1.C([SiH](CC)CC)C.FC(F)(F)C(O)=O. Product: [Cl:1][C:2]1[C:3]([O:30][C@H:31]2[CH2:35][CH2:34][CH2:33][C@@H:32]2[C:36]2[NH:37][N:38]=[CH:39][CH:40]=2)=[CH:4][C:5]([F:29])=[C:6]([S:8]([NH:11][C:12]2[CH:17]=[CH:16][N:15]=[CH:14][N:13]=2)(=[O:10])=[O:9])[CH:7]=1. The catalyst class is: 4.